This data is from Forward reaction prediction with 1.9M reactions from USPTO patents (1976-2016). The task is: Predict the product of the given reaction. (1) The product is: [CH2:25]([N:17]([C:18]([CH:20]1[CH2:21][CH2:22][CH2:23][CH2:24]1)=[O:19])[C:15]1[CH:14]=[CH:13][C:12]2[N:8]([CH2:7][C:6]([OH:35])=[O:5])[C:9]([CH2:32][CH2:33][CH3:34])=[N:10][C:11]=2[CH:16]=1)[C:26]1[CH:31]=[CH:30][CH:29]=[CH:28][CH:27]=1. Given the reactants C([O:5][C:6](=[O:35])[CH2:7][N:8]1[C:12]2[CH:13]=[CH:14][C:15]([N:17]([CH2:25][C:26]3[CH:31]=[CH:30][CH:29]=[CH:28][CH:27]=3)[C:18]([CH:20]3[CH2:24][CH2:23][CH2:22][CH2:21]3)=[O:19])=[CH:16][C:11]=2[N:10]=[C:9]1[CH2:32][CH2:33][CH3:34])(C)(C)C.C(O)(C(F)(F)F)=O, predict the reaction product. (2) Given the reactants Cl[C:2]1[C:11]2[N:12]=[C:13]([S:16][CH3:17])[N:14]=[CH:15][C:10]=2[C:9]2[CH:8]=[CH:7][C:6]([C:18]([O:20][CH3:21])=[O:19])=[CH:5][C:4]=2[N:3]=1.[C:22]1(B(O)O)[CH:27]=[CH:26][CH:25]=[CH:24][CH:23]=1.C(=O)([O-])[O-].[Cs+].[Cs+].O, predict the reaction product. The product is: [CH3:17][S:16][C:13]1[N:14]=[CH:15][C:10]2[C:9]3[CH:8]=[CH:7][C:6]([C:18]([O:20][CH3:21])=[O:19])=[CH:5][C:4]=3[N:3]=[C:2]([C:22]3[CH:27]=[CH:26][CH:25]=[CH:24][CH:23]=3)[C:11]=2[N:12]=1.